Dataset: Aqueous solubility values for 9,982 compounds from the AqSolDB database. Task: Regression/Classification. Given a drug SMILES string, predict its absorption, distribution, metabolism, or excretion properties. Task type varies by dataset: regression for continuous measurements (e.g., permeability, clearance, half-life) or binary classification for categorical outcomes (e.g., BBB penetration, CYP inhibition). For this dataset (solubility_aqsoldb), we predict Y. The drug is Cc1noc(NS(=O)(=O)c2ccc(N)cc2)c1C. The Y is -2.91 log mol/L.